The task is: Predict the reaction yield, written as a fraction of the theoretical maximum amount of product (1.0 means a 100% yield; for example, 0.34 means a 34% yield).. This data is from Reaction yield outcomes from USPTO patents with 853,638 reactions. (1) The reactants are Cl[C:2]1[N:6]([CH3:7])[N:5]=[CH:4][C:3]=1[N+:8]([O-:10])=[O:9].[N:11]1([C:18]([O:20][C:21]([CH3:24])([CH3:23])[CH3:22])=[O:19])[CH2:17][CH2:16][CH2:15][NH:14][CH2:13][CH2:12]1.C(N(C(C)C)CC)(C)C. The catalyst is C(O)C. The product is [CH3:7][N:6]1[C:2]([N:14]2[CH2:15][CH2:16][CH2:17][N:11]([C:18]([O:20][C:21]([CH3:24])([CH3:23])[CH3:22])=[O:19])[CH2:12][CH2:13]2)=[C:3]([N+:8]([O-:10])=[O:9])[CH:4]=[N:5]1. The yield is 0.690. (2) The reactants are FC(F)(F)S(O[C:7]1[CH:12]=[CH:11][C:10]([Cl:13])=[CH:9][C:8]=1[C:14]1[N:18]([CH2:19][O:20][CH2:21][CH2:22][Si:23]([CH3:26])([CH3:25])[CH3:24])[N:17]=[CH:16][C:15]=1[N+:27]([O-:29])=[O:28])(=O)=O.[CH:32]1(B(O)O)[CH2:34][CH2:33]1.P([O-])([O-])([O-])=O.[K+].[K+].[K+].[Br-].[Na+].O. The catalyst is C1C=CC([P]([Pd]([P](C2C=CC=CC=2)(C2C=CC=CC=2)C2C=CC=CC=2)([P](C2C=CC=CC=2)(C2C=CC=CC=2)C2C=CC=CC=2)[P](C2C=CC=CC=2)(C2C=CC=CC=2)C2C=CC=CC=2)(C2C=CC=CC=2)C2C=CC=CC=2)=CC=1.C1(C)C=CC=CC=1. The product is [Cl:13][C:10]1[CH:11]=[CH:12][C:7]([CH:32]2[CH2:34][CH2:33]2)=[C:8]([C:14]2[N:18]([CH2:19][O:20][CH2:21][CH2:22][Si:23]([CH3:26])([CH3:25])[CH3:24])[N:17]=[CH:16][C:15]=2[N+:27]([O-:29])=[O:28])[CH:9]=1. The yield is 0.530. (3) The reactants are [NH2:1][C:2]1[CH:7]=[CH:6][C:5]([CH:8]2[CH2:13][C:12](=[O:14])[NH:11][C:10](=[O:15])[CH2:9]2)=[CH:4][CH:3]=1.C1C(=O)N([Br:23])C(=O)C1. The catalyst is C(Cl)Cl. The product is [NH2:1][C:2]1[CH:3]=[CH:4][C:5]([CH:8]2[CH2:9][C:10](=[O:15])[NH:11][C:12](=[O:14])[CH2:13]2)=[CH:6][C:7]=1[Br:23]. The yield is 0.940. (4) The reactants are [OH:1][CH2:2][CH2:3][C:4]1([NH:9][CH:10]=[C:11]([C:17](=[O:28])[C:18]2[CH:23]=[C:22]([F:24])[C:21]([F:25])=[C:20]([F:26])[C:19]=2F)[C:12]([O:14][CH2:15][CH3:16])=[O:13])[CH2:8][CH2:7][CH2:6][CH2:5]1.[H-].[Na+].O. The catalyst is C1COCC1. The product is [F:26][C:20]1[CH:19]=[C:18]2[C:23](=[C:22]([F:24])[C:21]=1[F:25])[N:9]([C:4]1([CH2:3][CH2:2][OH:1])[CH2:5][CH2:6][CH2:7][CH2:8]1)[CH:10]=[C:11]([C:12]([O:14][CH2:15][CH3:16])=[O:13])[C:17]2=[O:28]. The yield is 0.650. (5) The reactants are Cl[C:2]1[N:3]=[CH:4][C:5]([C:8]([NH:10][C:11]2[NH:12][N:13]=[C:14]([O:16][CH2:17][C:18]3[CH:23]=[C:22]([O:24][CH3:25])[CH:21]=[C:20]([O:26][CH3:27])[CH:19]=3)[CH:15]=2)=[O:9])=[N:6][CH:7]=1.CN1[C@@H](C)CNC[C@H]1C.[CH3:37][C@H:38]1[CH2:43][NH:42][CH2:41][C@@H:40]([CH3:44])[N:39]1[CH2:45][C:46]#[N:47].C(N(C(C)C)C(C)C)C. The catalyst is CS(C)=O.CO. The product is [C:46]([CH2:45][N:39]1[C@@H:38]([CH3:37])[CH2:43][N:42]([C:2]2[N:3]=[CH:4][C:5]([C:8]([NH:10][C:11]3[NH:12][N:13]=[C:14]([O:16][CH2:17][C:18]4[CH:23]=[C:22]([O:24][CH3:25])[CH:21]=[C:20]([O:26][CH3:27])[CH:19]=4)[CH:15]=3)=[O:9])=[N:6][CH:7]=2)[CH2:41][C@H:40]1[CH3:44])#[N:47]. The yield is 0.180. (6) The reactants are [CH3:1][C:2]1([CH3:8])[CH2:6][CH2:5][CH2:4][C:3]1=[O:7].C([N-]C(C)C)(C)C.[Li+].Cl[Si](C)(C)C.Cl[C:23]([CH3:26])([CH3:25])[CH3:24]. The catalyst is C1COCC1.C(Cl)Cl.[Ti](Cl)(Cl)(Cl)Cl. The product is [C:23]([CH:4]1[C:3](=[O:7])[C:2]([CH3:8])([CH3:1])[CH2:6][CH2:5]1)([CH3:26])([CH3:25])[CH3:24]. The yield is 0.910. (7) The reactants are [F:1][C:2]([F:29])([CH2:25][CH2:26][CH2:27][OH:28])[C:3]([F:24])([F:23])[C:4]([F:22])([F:21])[C:5]([F:20])([F:19])[C:6]([F:18])([F:17])[C:7]([F:16])([F:15])[C:8]([F:14])([F:13])[C:9]([F:12])([F:11])[F:10].C(N(CC)CC)C.[S:37](Cl)([CH3:40])(=[O:39])=[O:38]. The catalyst is ClCCl. The product is [CH3:40][S:37]([O:28][CH2:27][CH2:26][CH2:25][C:2]([F:29])([F:1])[C:3]([F:23])([F:24])[C:4]([F:21])([F:22])[C:5]([F:20])([F:19])[C:6]([F:17])([F:18])[C:7]([F:16])([F:15])[C:8]([F:14])([F:13])[C:9]([F:12])([F:11])[F:10])(=[O:39])=[O:38]. The yield is 1.00.